This data is from Reaction yield outcomes from USPTO patents with 853,638 reactions. The task is: Predict the reaction yield, written as a fraction of the theoretical maximum amount of product (1.0 means a 100% yield; for example, 0.34 means a 34% yield). (1) The reactants are [C:1]([NH:11][C@H:12]([C:17]([OH:19])=O)[CH2:13][CH:14]([CH3:16])[CH3:15])([O:3][CH2:4][C:5]1[CH:10]=[CH:9][CH:8]=[CH:7][CH:6]=1)=[O:2].Cl.[CH3:21][O:22][C:23](=[O:30])[C@H:24]([CH2:26][CH:27]([CH3:29])[CH3:28])[NH2:25].ON1C2C=CC=CC=2N=N1.Cl.CN(C)CCCN=C=NCC. The catalyst is CN(C=O)C.C(OCC)(=O)C. The product is [CH3:21][O:22][C:23](=[O:30])[C@H:24]([CH2:26][CH:27]([CH3:29])[CH3:28])[NH:25][C:17](=[O:19])[C@H:12]([CH2:13][CH:14]([CH3:15])[CH3:16])[NH:11][C:1]([O:3][CH2:4][C:5]1[CH:6]=[CH:7][CH:8]=[CH:9][CH:10]=1)=[O:2]. The yield is 0.660. (2) The reactants are [Br:1][C:2]1[C:3]([C:10]([OH:12])=[O:11])=[N:4][C:5]([S:8][CH3:9])=[N:6][CH:7]=1.S(=O)(=O)(O)O.[CH3:18]O. No catalyst specified. The product is [Br:1][C:2]1[C:3]([C:10]([O:12][CH3:18])=[O:11])=[N:4][C:5]([S:8][CH3:9])=[N:6][CH:7]=1. The yield is 0.800. (3) The reactants are [NH:1]1[CH:5]=[C:4]([B:6]2[O:14][C:11]([CH3:13])([CH3:12])[C:8]([CH3:10])([CH3:9])[O:7]2)[CH:3]=[N:2]1.C(=O)([O-])[O-].[Cs+].[Cs+].Br[CH2:22][CH2:23][O:24][CH:25]1[CH2:30][CH2:29][CH2:28][CH2:27][O:26]1. The catalyst is CN(C=O)C. The product is [O:26]1[CH2:27][CH2:28][CH2:29][CH2:30][CH:25]1[O:24][CH2:23][CH2:22][N:2]1[CH:3]=[C:4]([B:6]2[O:7][C:8]([CH3:9])([CH3:10])[C:11]([CH3:13])([CH3:12])[O:14]2)[CH:5]=[N:1]1. The yield is 0.650. (4) The product is [CH2:10]([C:12]1[S:13][C:14]([CH2:18][CH2:19][O:2][N+:1]([O-:4])=[O:3])=[C:15]([CH3:17])[N:16]=1)[CH3:11]. The catalyst is CCCCCC.O. The reactants are [N+:1]([O-:4])([OH:3])=[O:2].S(=O)(=O)(O)O.[CH2:10]([C:12]1[S:13][C:14]([CH2:18][CH2:19]O)=[C:15]([CH3:17])[N:16]=1)[CH3:11].[OH-].[Na+]. The yield is 0.580.